From a dataset of Retrosynthesis with 50K atom-mapped reactions and 10 reaction types from USPTO. Predict the reactants needed to synthesize the given product. Given the product COc1ccc(C(OC(C)=O)C(C)N2CCC(n3c(=O)[nH]c4ccccc43)CC2)cc1OC, predict the reactants needed to synthesize it. The reactants are: COc1ccc(C(OC(C)=O)C(C)N2CCC(n3c(=O)n(C(C)=O)c4ccccc43)CC2)cc1OC.